This data is from Full USPTO retrosynthesis dataset with 1.9M reactions from patents (1976-2016). The task is: Predict the reactants needed to synthesize the given product. (1) Given the product [NH2:18][C:13]1[CH:14]=[CH:15][CH:16]=[CH:17][C:12]=1[NH:19][C:9]([C:4]1[C:5](=[O:8])[NH:6][N:7]=[C:2]([Cl:1])[CH:3]=1)=[O:11], predict the reactants needed to synthesize it. The reactants are: [Cl:1][C:2]1[CH:3]=[C:4]([C:9]([OH:11])=O)[C:5](=[O:8])[NH:6][N:7]=1.[C:12]1([NH2:19])[CH:17]=[CH:16][CH:15]=[CH:14][C:13]=1[NH2:18].Cl.C(N=C=NCCCN(C)C)C. (2) Given the product [OH:19][CH:8]([C:4]1[CH:5]=[CH:6][CH:7]=[C:2]([C:22]#[C:21][CH2:20][OH:23])[CH:3]=1)[CH2:9][CH2:10][NH:11][C:12](=[O:18])[O:13][C:14]([CH3:17])([CH3:16])[CH3:15], predict the reactants needed to synthesize it. The reactants are: Br[C:2]1[CH:3]=[C:4]([CH:8]([OH:19])[CH2:9][CH2:10][NH:11][C:12](=[O:18])[O:13][C:14]([CH3:17])([CH3:16])[CH3:15])[CH:5]=[CH:6][CH:7]=1.[CH2:20]([OH:23])[C:21]#[CH:22].